Dataset: Forward reaction prediction with 1.9M reactions from USPTO patents (1976-2016). Task: Predict the product of the given reaction. (1) Given the reactants C(OC(N1C[CH2:11][CH:10]([NH:13][C:14]([C:16]2[S:17][CH:18]=[CH:19][C:20]=2[NH:21][C:22]2[CH:27]=[CH:26][N:25]=[C:24]3[NH:28][CH:29]=[CH:30][C:23]=23)=[O:15])[CH2:9]1)=O)(C)(C)C.[Cl:31][C:32]1[CH:38]=CC(N)=C[CH:33]=1, predict the reaction product. The product is: [Cl:31][C:32]1[CH:38]=[CH:9][C:10]([NH:13][C:14]([C:16]2[S:17][CH:18]=[CH:19][C:20]=2[NH:21][C:22]2[CH:27]=[CH:26][N:25]=[C:24]3[NH:28][CH:29]=[CH:30][C:23]=23)=[O:15])=[CH:11][CH:33]=1. (2) Given the reactants [CH2:1]([O:3][CH:4]([O:7][CH2:8][CH3:9])[CH2:5]Br)[CH3:2].[CH2:10]([O:12][C:13](=[O:21])[C:14]1[CH:19]=[CH:18][CH:17]=[C:16]([OH:20])[CH:15]=1)[CH3:11].C(=O)([O-])[O-].[K+].[K+].[I-].[Na+], predict the reaction product. The product is: [CH2:10]([O:12][C:13](=[O:21])[C:14]1[CH:19]=[CH:18][CH:17]=[C:16]([O:20][CH2:5][CH:4]([O:7][CH2:8][CH3:9])[O:3][CH2:1][CH3:2])[CH:15]=1)[CH3:11]. (3) The product is: [ClH:15].[N:10]1[C:11]2[CH:12]=[CH:13][CH:14]=[C:5]([C:3]([OH:4])=[O:2])[C:6]=2[CH:7]=[CH:8][CH:9]=1. Given the reactants C[O:2][C:3]([C:5]1[C:6]2[CH:7]=[CH:8][CH:9]=[N:10][C:11]=2[CH:12]=[CH:13][CH:14]=1)=[O:4].[ClH:15], predict the reaction product. (4) Given the reactants Br[C:2]1[C:11]2[C:6](=[CH:7][CH:8]=[C:9]([Cl:12])[CH:10]=2)[N:5]=[CH:4][CH:3]=1.C(O[B:17]1[O:21][C:20]([CH3:23])([CH3:22])[C:19]([CH3:25])([CH3:24])[O:18]1)(C)C.[Li]CCCC, predict the reaction product. The product is: [Cl:12][C:9]1[CH:10]=[C:11]2[C:6](=[CH:7][CH:8]=1)[N:5]=[CH:4][CH:3]=[C:2]2[B:17]1[O:21][C:20]([CH3:23])([CH3:22])[C:19]([CH3:25])([CH3:24])[O:18]1. (5) The product is: [F:34][C:23]1[CH:22]=[CH:21][C:20]([C:18]2[N:6]3[N:5]=[CH:4][C:3]([C:7]([C:9]4[S:10][CH:11]=[CH:12][CH:13]=4)=[O:8])=[C:2]3[N:1]=[CH:16][CH:17]=2)=[CH:25][C:24]=1[N:26]([CH2:31][C:32]#[CH:33])[S:27]([CH3:30])(=[O:29])=[O:28]. Given the reactants [NH2:1][C:2]1[NH:6][N:5]=[CH:4][C:3]=1[C:7]([C:9]1[S:10][CH:11]=[CH:12][CH:13]=1)=[O:8].CN(C)[CH:16]=[CH:17][C:18]([C:20]1[CH:21]=[CH:22][C:23]([F:34])=[C:24]([N:26]([CH2:31][C:32]#[CH:33])[S:27]([CH3:30])(=[O:29])=[O:28])[CH:25]=1)=O.C(OCC)(=O)C, predict the reaction product. (6) Given the reactants [CH2:1]([C:9]1[N:14]=[N:13][C:12]([NH2:15])=[CH:11][CH:10]=1)[CH2:2][C:3]1[CH:8]=[CH:7][CH:6]=[CH:5][CH:4]=1.C([O:18][C:19](=[O:27])/[CH:20]=[CH:21]/[CH:22](OC)OC)C.Cl.C(=O)(O)[O-].[Na+], predict the reaction product. The product is: [CH2:1]([C:9]1[CH:10]=[CH:11][C:12]2[N:13]([C:21]([CH2:20][C:19]([OH:27])=[O:18])=[CH:22][N:15]=2)[N:14]=1)[CH2:2][C:3]1[CH:8]=[CH:7][CH:6]=[CH:5][CH:4]=1. (7) Given the reactants C[O:2][C:3]([C:5]1[CH:14]=[C:13]([OH:15])[C:12]2[C:7](=[CH:8][C:9]([O:16][CH3:17])=[CH:10][CH:11]=2)[N:6]=1)=O.O.[NH2:19][NH2:20], predict the reaction product. The product is: [OH:15][C:13]1[C:12]2[C:7](=[CH:8][C:9]([O:16][CH3:17])=[CH:10][CH:11]=2)[N:6]=[C:5]([C:3]([NH:19][NH2:20])=[O:2])[CH:14]=1. (8) Given the reactants [CH3:1][C:2]1([CH3:37])[C:6]2([CH2:10][CH2:9][N:8]([C:11]([C:13]3([C:16]4[CH:21]=[CH:20][C:19]([N:22]5[CH2:27][CH2:26][N:25]([C:28]([O:30][C:31](C)(C)C)=[O:29])[CH2:24][CH2:23]5)=[CH:18][C:17]=4[F:35])[CH2:15][CH2:14]3)=[O:12])[CH2:7]2)[O:5][C:4](=[O:36])[CH2:3]1.C(O)(C(F)(F)F)=O.C(Cl)Cl.C(N(CC)CC)C.ClC(OC)=O, predict the reaction product. The product is: [CH3:1][C:2]1([CH3:37])[C:6]2([CH2:10][CH2:9][N:8]([C:11]([C:13]3([C:16]4[CH:21]=[CH:20][C:19]([N:22]5[CH2:27][CH2:26][N:25]([C:28]([O:30][CH3:31])=[O:29])[CH2:24][CH2:23]5)=[CH:18][C:17]=4[F:35])[CH2:15][CH2:14]3)=[O:12])[CH2:7]2)[O:5][C:4](=[O:36])[CH2:3]1.